This data is from NCI-60 drug combinations with 297,098 pairs across 59 cell lines. The task is: Regression. Given two drug SMILES strings and cell line genomic features, predict the synergy score measuring deviation from expected non-interaction effect. (1) Drug 1: C1=C(C(=O)NC(=O)N1)F. Drug 2: CC(C)CN1C=NC2=C1C3=CC=CC=C3N=C2N. Cell line: RPMI-8226. Synergy scores: CSS=67.8, Synergy_ZIP=-9.51, Synergy_Bliss=-21.0, Synergy_Loewe=-22.3, Synergy_HSA=-21.8. (2) Drug 1: CC12CCC3C(C1CCC2=O)CC(=C)C4=CC(=O)C=CC34C. Drug 2: CCCCC(=O)OCC(=O)C1(CC(C2=C(C1)C(=C3C(=C2O)C(=O)C4=C(C3=O)C=CC=C4OC)O)OC5CC(C(C(O5)C)O)NC(=O)C(F)(F)F)O. Cell line: SF-268. Synergy scores: CSS=52.8, Synergy_ZIP=1.75, Synergy_Bliss=-0.688, Synergy_Loewe=1.42, Synergy_HSA=0.0413. (3) Drug 1: C1CC(C1)(C(=O)O)C(=O)O.[NH2-].[NH2-].[Pt+2]. Drug 2: C1=NNC2=C1C(=O)NC=N2. Cell line: SN12C. Synergy scores: CSS=4.84, Synergy_ZIP=-1.95, Synergy_Bliss=-1.70, Synergy_Loewe=-3.82, Synergy_HSA=-2.20. (4) Drug 1: C1=CC(=C2C(=C1NCCNCCO)C(=O)C3=C(C=CC(=C3C2=O)O)O)NCCNCCO. Drug 2: C1C(C(OC1N2C=NC3=C(N=C(N=C32)Cl)N)CO)O. Cell line: SF-268. Synergy scores: CSS=26.9, Synergy_ZIP=-3.46, Synergy_Bliss=-7.61, Synergy_Loewe=-22.7, Synergy_HSA=-9.18.